Dataset: NCI-60 drug combinations with 297,098 pairs across 59 cell lines. Task: Regression. Given two drug SMILES strings and cell line genomic features, predict the synergy score measuring deviation from expected non-interaction effect. (1) Drug 1: CNC(=O)C1=CC=CC=C1SC2=CC3=C(C=C2)C(=NN3)C=CC4=CC=CC=N4. Drug 2: CC1C(C(CC(O1)OC2CC(CC3=C2C(=C4C(=C3O)C(=O)C5=C(C4=O)C(=CC=C5)OC)O)(C(=O)C)O)N)O.Cl. Cell line: BT-549. Synergy scores: CSS=20.3, Synergy_ZIP=8.32, Synergy_Bliss=12.4, Synergy_Loewe=-7.39, Synergy_HSA=10.8. (2) Drug 1: CN1CCC(CC1)COC2=C(C=C3C(=C2)N=CN=C3NC4=C(C=C(C=C4)Br)F)OC. Drug 2: CC1=C2C(C(=O)C3(C(CC4C(C3C(C(C2(C)C)(CC1OC(=O)C(C(C5=CC=CC=C5)NC(=O)C6=CC=CC=C6)O)O)OC(=O)C7=CC=CC=C7)(CO4)OC(=O)C)O)C)OC(=O)C. Cell line: SF-295. Synergy scores: CSS=10.1, Synergy_ZIP=4.94, Synergy_Bliss=7.08, Synergy_Loewe=0.187, Synergy_HSA=8.05. (3) Drug 1: C1CCC(C(C1)N)N.C(=O)(C(=O)[O-])[O-].[Pt+4]. Drug 2: CC(C)CN1C=NC2=C1C3=CC=CC=C3N=C2N. Cell line: DU-145. Synergy scores: CSS=11.5, Synergy_ZIP=-14.4, Synergy_Bliss=-18.6, Synergy_Loewe=-29.3, Synergy_HSA=-16.9. (4) Drug 1: C1=CC(=C2C(=C1NCCNCCO)C(=O)C3=C(C=CC(=C3C2=O)O)O)NCCNCCO. Drug 2: CC1C(C(CC(O1)OC2CC(CC3=C2C(=C4C(=C3O)C(=O)C5=C(C4=O)C(=CC=C5)OC)O)(C(=O)CO)O)N)O.Cl. Cell line: M14. Synergy scores: CSS=48.8, Synergy_ZIP=-6.17, Synergy_Bliss=-0.446, Synergy_Loewe=-0.0126, Synergy_HSA=1.76. (5) Drug 1: CCN(CC)CCNC(=O)C1=C(NC(=C1C)C=C2C3=C(C=CC(=C3)F)NC2=O)C. Drug 2: CCC1(C2=C(COC1=O)C(=O)N3CC4=CC5=C(C=CC(=C5CN(C)C)O)N=C4C3=C2)O.Cl. Cell line: IGROV1. Synergy scores: CSS=23.5, Synergy_ZIP=-4.91, Synergy_Bliss=2.33, Synergy_Loewe=-27.8, Synergy_HSA=-3.44. (6) Drug 1: CNC(=O)C1=CC=CC=C1SC2=CC3=C(C=C2)C(=NN3)C=CC4=CC=CC=N4. Drug 2: CCC1(CC2CC(C3=C(CCN(C2)C1)C4=CC=CC=C4N3)(C5=C(C=C6C(=C5)C78CCN9C7C(C=CC9)(C(C(C8N6C)(C(=O)OC)O)OC(=O)C)CC)OC)C(=O)OC)O.OS(=O)(=O)O. Cell line: HL-60(TB). Synergy scores: CSS=44.2, Synergy_ZIP=2.62, Synergy_Bliss=4.39, Synergy_Loewe=-40.8, Synergy_HSA=3.04. (7) Drug 1: CC12CCC3C(C1CCC2OP(=O)(O)O)CCC4=C3C=CC(=C4)OC(=O)N(CCCl)CCCl.[Na+]. Drug 2: COCCOC1=C(C=C2C(=C1)C(=NC=N2)NC3=CC=CC(=C3)C#C)OCCOC.Cl. Cell line: 786-0. Synergy scores: CSS=-6.57, Synergy_ZIP=11.1, Synergy_Bliss=19.9, Synergy_Loewe=-7.42, Synergy_HSA=-0.00111. (8) Drug 1: C1CCN(CC1)CCOC2=CC=C(C=C2)C(=O)C3=C(SC4=C3C=CC(=C4)O)C5=CC=C(C=C5)O. Drug 2: CC1=C2C(C(=O)C3(C(CC4C(C3C(C(C2(C)C)(CC1OC(=O)C(C(C5=CC=CC=C5)NC(=O)C6=CC=CC=C6)O)O)OC(=O)C7=CC=CC=C7)(CO4)OC(=O)C)O)C)OC(=O)C. Cell line: HL-60(TB). Synergy scores: CSS=44.9, Synergy_ZIP=-0.420, Synergy_Bliss=-7.22, Synergy_Loewe=-50.1, Synergy_HSA=-13.1. (9) Synergy scores: CSS=49.7, Synergy_ZIP=-2.59, Synergy_Bliss=1.07, Synergy_Loewe=-26.5, Synergy_HSA=-0.592. Drug 1: CC=C1C(=O)NC(C(=O)OC2CC(=O)NC(C(=O)NC(CSSCCC=C2)C(=O)N1)C(C)C)C(C)C. Cell line: HCC-2998. Drug 2: N.N.Cl[Pt+2]Cl.